The task is: Predict which catalyst facilitates the given reaction.. This data is from Catalyst prediction with 721,799 reactions and 888 catalyst types from USPTO. (1) Reactant: Cl.[CH3:2][N:3]([CH2:5][CH:6]([CH:15]1[CH2:20][CH2:19][CH2:18][CH2:17][CH:16]1[OH:21])[C:7]1[CH:12]=[CH:11][C:10]([O:13][CH3:14])=[CH:9][CH:8]=1)[CH3:4].C(Cl)Cl.[OH-].[Na+]. Product: [CH3:2][N:3]([CH2:5][CH:6]([CH:15]1[CH2:20][CH2:19][CH2:18][CH2:17][CH:16]1[OH:21])[C:7]1[CH:12]=[CH:11][C:10]([O:13][CH3:14])=[CH:9][CH:8]=1)[CH3:4]. The catalyst class is: 6. (2) Reactant: C([O:8][C:9]1[CH:14]=[C:13]([C:15]2[CH:20]=[CH:19][CH:18]=[CH:17][C:16]=2C(C)(C)C)[CH:12]=[CH:11][N:10]=1)C1C=CC=CC=1.Br[CH2:26][C:27]#[N:28]. Product: [C:13]([C:18]1[CH:17]=[CH:16][C:15]([C:13]2[CH:12]=[CH:11][N:10]([CH2:26][C:27]#[N:28])[C:9](=[O:8])[CH:14]=2)=[CH:20][CH:19]=1)([CH3:15])([CH3:14])[CH3:12]. The catalyst class is: 10. (3) Reactant: [C:1]([C:3]1[CH:4]=[CH:5][C:6]([O:28][CH3:29])=[C:7]([S:9]([N:12]([CH2:24][C:25](O)=[O:26])[CH2:13][CH2:14][C:15]2[CH:20]=[CH:19][C:18]([CH:21]([CH3:23])[CH3:22])=[CH:17][CH:16]=2)(=[O:11])=[O:10])[CH:8]=1)#[N:2].[NH:30]1[CH2:35][CH2:34][O:33][CH2:32][CH2:31]1.Cl.CN(C)CCCN=C=NCC.O. Product: [C:1]([C:3]1[CH:4]=[CH:5][C:6]([O:28][CH3:29])=[C:7]([S:9]([N:12]([CH2:13][CH2:14][C:15]2[CH:20]=[CH:19][C:18]([CH:21]([CH3:23])[CH3:22])=[CH:17][CH:16]=2)[CH2:24][C:25]([N:30]2[CH2:35][CH2:34][O:33][CH2:32][CH2:31]2)=[O:26])(=[O:10])=[O:11])[CH:8]=1)#[N:2]. The catalyst class is: 9. (4) Reactant: C1(C(C2C=CC=CC=2)=[N:8][C:9]2[CH:14]=[CH:13][CH:12]=[C:11]([C:15]3[N:16]([CH2:28][C:29]4[C:34]([F:35])=[CH:33][C:32]([F:36])=[CH:31][C:30]=4[F:37])[N:17]=[C:18]4[C:23]=3[CH:22]=[CH:21][CH:20]=[C:19]4[C:24]([F:27])([F:26])[F:25])[CH:10]=2)C=CC=CC=1.C([O-])(=O)C.[Na+].Cl.NO. Product: [F:35][C:34]1[CH:33]=[C:32]([F:36])[CH:31]=[C:30]([F:37])[C:29]=1[CH2:28][N:16]1[C:15]([C:11]2[CH:10]=[C:9]([NH2:8])[CH:14]=[CH:13][CH:12]=2)=[C:23]2[C:18]([C:19]([C:24]([F:25])([F:26])[F:27])=[CH:20][CH:21]=[CH:22]2)=[N:17]1. The catalyst class is: 5.